From a dataset of Reaction yield outcomes from USPTO patents with 853,638 reactions. Predict the reaction yield, written as a fraction of the theoretical maximum amount of product (1.0 means a 100% yield; for example, 0.34 means a 34% yield). (1) The reactants are C(N(CC)CC)C.[CH3:8][N:9]([CH3:14])[CH2:10][CH2:11][NH:12][CH3:13].O1CCCC1.[Cl:20][C:21]1[CH:22]=[C:23]([S:28](Cl)(=[O:30])=[O:29])[CH:24]=[N:25][C:26]=1[Cl:27]. The catalyst is O. The product is [Cl:20][C:21]1[CH:22]=[C:23]([S:28]([N:12]([CH2:11][CH2:10][N:9]([CH3:14])[CH3:8])[CH3:13])(=[O:30])=[O:29])[CH:24]=[N:25][C:26]=1[Cl:27]. The yield is 0.730. (2) The reactants are C(O[B:5]1[O:9][C:8]([CH3:11])([CH3:10])[C:7]([CH3:13])([CH3:12])[O:6]1)(C)C.C([Li])CCC.[F:19][C:20]1[CH:21]=[C:22]([CH:27]2[CH2:32][CH2:31][O:30][CH2:29][CH2:28]2)[CH:23]=[C:24]([F:26])[CH:25]=1. No catalyst specified. The product is [F:26][C:24]1[CH:23]=[C:22]([CH:27]2[CH2:32][CH2:31][O:30][CH2:29][CH2:28]2)[CH:21]=[C:20]([F:19])[C:25]=1[B:5]1[O:6][C:7]([CH3:12])([CH3:13])[C:8]([CH3:10])([CH3:11])[O:9]1. The yield is 1.00. (3) The reactants are [F:1][C:2]1[CH:3]=[C:4]([NH2:31])[C:5]([NH:10][C:11]2[CH:16]=[CH:15][C:14]([N:17]3[CH2:20][CH:19]([O:21][CH2:22][CH2:23][O:24][CH:25]4[CH2:30][CH2:29][CH2:28][CH2:27][O:26]4)[CH2:18]3)=[CH:13][CH:12]=2)=[CH:6][C:7]=1[O:8][CH3:9].[C:32](OC(=O)C)(=[O:34])[CH3:33].O. The catalyst is N1C=CC=CC=1. The product is [F:1][C:2]1[C:7]([O:8][CH3:9])=[CH:6][C:5]([NH:10][C:11]2[CH:12]=[CH:13][C:14]([N:17]3[CH2:18][CH:19]([O:21][CH2:22][CH2:23][O:24][CH:25]4[CH2:30][CH2:29][CH2:28][CH2:27][O:26]4)[CH2:20]3)=[CH:15][CH:16]=2)=[C:4]([NH:31][C:32](=[O:34])[CH3:33])[CH:3]=1. The yield is 0.960. (4) The reactants are [Si]([O:8][CH2:9][CH:10]1[CH2:15][CH2:14][CH2:13][N:12]([C:16]2[CH:17]=[CH:18][C:19]([F:37])=[C:20]([CH:36]=2)[C:21]([NH:23][C:24]2[C:33]([CH3:34])=[CH:32][C:27]([C:28]([O:30][CH3:31])=[O:29])=[CH:26][C:25]=2[CH3:35])=[O:22])[CH2:11]1)(C(C)(C)C)(C)C.[N+](CCCC)(CCCC)(CCCC)CCCC.[F-]. The catalyst is C1COCC1. The product is [F:37][C:19]1[CH:18]=[CH:17][C:16]([N:12]2[CH2:13][CH2:14][CH2:15][CH:10]([CH2:9][OH:8])[CH2:11]2)=[CH:36][C:20]=1[C:21]([NH:23][C:24]1[C:33]([CH3:34])=[CH:32][C:27]([C:28]([O:30][CH3:31])=[O:29])=[CH:26][C:25]=1[CH3:35])=[O:22]. The yield is 0.550. (5) The yield is 0.720. The product is [Cl:9][C:10]1[CH:11]=[C:12]([NH:13][C:2]2[N:7]=[CH:6][C:5]([Br:8])=[CH:4][N:3]=2)[CH:14]=[CH:15][C:16]=1[Cl:17]. No catalyst specified. The reactants are Cl[C:2]1[N:7]=[CH:6][C:5]([Br:8])=[CH:4][N:3]=1.[Cl:9][C:10]1[CH:11]=[C:12]([CH:14]=[CH:15][C:16]=1[Cl:17])[NH2:13]. (6) The reactants are Cl[CH2:2][C:3]1[CH:4]=[CH:5][C:6]2[O:11][C:10]([F:13])([F:12])[O:9]C(F)(F)[C:7]=2[CH:16]=1.[C-:17]#[N:18].[Na+]. The catalyst is CS(C)=O. The product is [F:13][C:10]1([F:12])[O:11][C:6]2[CH:5]=[CH:4][C:3]([CH2:2][C:17]#[N:18])=[CH:16][C:7]=2[O:9]1. The yield is 0.680.